From a dataset of CYP2C9 inhibition data for predicting drug metabolism from PubChem BioAssay. Regression/Classification. Given a drug SMILES string, predict its absorption, distribution, metabolism, or excretion properties. Task type varies by dataset: regression for continuous measurements (e.g., permeability, clearance, half-life) or binary classification for categorical outcomes (e.g., BBB penetration, CYP inhibition). Dataset: cyp2c9_veith. (1) The compound is C=C(C)C#C[C@@](O)(C(=O)OC1CCN(C)CC1)c1ccccc1. The result is 0 (non-inhibitor). (2) The drug is CC[C@@H](c1ccccc1)n1c(=O)n2n(c1=O)[C@@H]1[C@H](CC2)C(=O)[C@@H]2O[C@@H]2[C@H]1O. The result is 0 (non-inhibitor). (3) The drug is C[C@@]12CC[C@@H]3c4ccc(O)cc4C[C@H](CCCCCCCCCS(=O)CCCC(F)(F)C(F)(F)F)[C@H]3[C@@H]1CC[C@@H]2O. The result is 0 (non-inhibitor). (4) The molecule is Cc1cccc(-n2c(C)cc(/C=N/n3cnnc3)c2C)c1. The result is 1 (inhibitor). (5) The drug is CC1(C)[C@@H]2CC[C@@]1(CS(=O)(=O)Nc1ccccc1)C(=O)C2. The result is 0 (non-inhibitor).